This data is from Catalyst prediction with 721,799 reactions and 888 catalyst types from USPTO. The task is: Predict which catalyst facilitates the given reaction. (1) Reactant: [C:1]([C@@H:3]([NH2:23])[C@@H:4]([CH3:22])[C@@H:5]([O:14][CH2:15][C:16]1[CH:21]=[CH:20][CH:19]=[CH:18][CH:17]=1)[CH2:6][CH2:7][C:8]1[CH:13]=[CH:12][CH:11]=[CH:10][CH:9]=1)#[N:2]. Product: [C:1]([C@H:3]([NH2:23])[C@@H:4]([CH3:22])[C@@H:5]([O:14][CH2:15][C:16]1[CH:21]=[CH:20][CH:19]=[CH:18][CH:17]=1)[CH2:6][CH2:7][C:8]1[CH:9]=[CH:10][CH:11]=[CH:12][CH:13]=1)#[N:2]. The catalyst class is: 22. (2) The catalyst class is: 15. Product: [NH2:21][C:4]1[CH:3]=[C:2]([Cl:1])[C:7]([CH2:8][C:9]2[CH:14]=[C:13]([CH:15]([CH3:17])[CH3:16])[C:12](=[O:18])[N:11]([CH3:19])[N:10]=2)=[C:6]([Cl:20])[CH:5]=1. Reactant: [Cl:1][C:2]1[CH:3]=[C:4]([N:21]2C(=O)C3C(=CC=CC=3)C2=O)[CH:5]=[C:6]([Cl:20])[C:7]=1[CH2:8][C:9]1[CH:14]=[C:13]([CH:15]([CH3:17])[CH3:16])[C:12](=[O:18])[N:11]([CH3:19])[N:10]=1. (3) Reactant: [F:1][C:2]1[CH:3]=[C:4]([C@H:9]2[N:14](CC(NC3C=C4C(=CC=3)C[C@@]3(C(=O)NC(=O)N3C)C4)=O)[C:13](=[O:35])[C:12]([CH3:37])([CH3:36])[S:11][CH2:10]2)[CH:5]=[C:6]([F:8])[CH:7]=1.ClC1C=C(C=CC=1)C(OO)=O.[OH-].[Ca+2].[OH-]. Product: [F:8][C:6]1[CH:5]=[C:4]([C@H:9]2[NH:14][C:13](=[O:35])[C:12]([CH3:37])([CH3:36])[S:11][CH2:10]2)[CH:3]=[C:2]([F:1])[CH:7]=1. The catalyst class is: 22.